From a dataset of Forward reaction prediction with 1.9M reactions from USPTO patents (1976-2016). Predict the product of the given reaction. (1) Given the reactants [S:1]1[C:5]2[CH:6]=[C:7]([NH:10][C:11](=[O:23])[C:12]3[CH:17]=[C:16]([N+:18]([O-:20])=[O:19])[C:15](F)=[CH:14][C:13]=3Cl)[CH:8]=[CH:9][C:4]=2[N:3]=[CH:2]1.[NH4+:24].[OH-].[CH2:26]([NH:28][CH2:29][CH3:30])[CH3:27], predict the reaction product. The product is: [NH2:24][C:15]1[C:16]([N+:18]([O-:20])=[O:19])=[CH:17][C:12]([C:11]([NH:10][C:7]2[CH:8]=[CH:9][C:4]3[N:3]=[CH:2][S:1][C:5]=3[CH:6]=2)=[O:23])=[C:13]([N:28]([CH2:29][CH3:30])[CH2:26][CH3:27])[CH:14]=1. (2) Given the reactants [CH3:1][C:2]1([CH3:16])[CH2:7][CH2:6][C:5]([C:12](OC)=[O:13])([C:8]([O:10][CH3:11])=[O:9])[CH2:4][CH2:3]1.[H-].C([Al+]CC(C)C)C(C)C, predict the reaction product. The product is: [CH3:11][O:10][C:8]([C:5]1([CH:12]=[O:13])[CH2:6][CH2:7][C:2]([CH3:16])([CH3:1])[CH2:3][CH2:4]1)=[O:9].